Dataset: Forward reaction prediction with 1.9M reactions from USPTO patents (1976-2016). Task: Predict the product of the given reaction. (1) Given the reactants Br[C:2]1[CH:3]=[C:4]([F:12])[C:5]([C:8]([O:10][CH3:11])=[O:9])=[N:6][CH:7]=1.[N:13]1[CH:18]=[CH:17][C:16]([S:19]([NH2:22])(=[O:21])=[O:20])=[CH:15][CH:14]=1.CC1(C)C2C(=C(P(C3C=CC=CC=3)C3C=CC=CC=3)C=CC=2)OC2C(P(C3C=CC=CC=3)C3C=CC=CC=3)=CC=CC1=2.C(=O)([O-])[O-].[Cs+].[Cs+], predict the reaction product. The product is: [F:12][C:4]1[C:5]([C:8]([O:10][CH3:11])=[O:9])=[N:6][CH:7]=[C:2]([NH:22][S:19]([C:16]2[CH:17]=[CH:18][N:13]=[CH:14][CH:15]=2)(=[O:21])=[O:20])[CH:3]=1. (2) Given the reactants [C:1]([O:5][C:6]([N:8]1[CH2:12][C@@H:11]([CH:13]=O)[C@H:10]([CH2:15][N:16]([CH:33]2[CH2:35][CH2:34]2)[C:17](=[O:32])[C:18]2[CH:23]=[CH:22][C:21]([O:24][CH3:25])=[C:20]([O:26][CH2:27][CH2:28][CH2:29][O:30][CH3:31])[CH:19]=2)[CH2:9]1)=[O:7])([CH3:4])([CH3:3])[CH3:2].[CH:36]1([NH2:39])[CH2:38][CH2:37]1, predict the reaction product. The product is: [C:1]([O:5][C:6]([N:8]1[CH2:9][C@@H:10]([CH2:15][N:16]([CH:33]2[CH2:35][CH2:34]2)[C:17](=[O:32])[C:18]2[CH:23]=[CH:22][C:21]([O:24][CH3:25])=[C:20]([O:26][CH2:27][CH2:28][CH2:29][O:30][CH3:31])[CH:19]=2)[C@H:11]([CH2:13][NH:39][CH:36]2[CH2:38][CH2:37]2)[CH2:12]1)=[O:7])([CH3:3])([CH3:4])[CH3:2]. (3) Given the reactants Cl[C:2]1[CH:9]=[CH:8][C:5]([CH:6]=[O:7])=[CH:4][C:3]=1[N+:10]([O-:12])=[O:11].[CH2:13]([O:20][C:21]1[CH:26]=[CH:25][C:24]([OH:27])=[CH:23][CH:22]=1)[C:14]1[CH:19]=[CH:18][CH:17]=[CH:16][CH:15]=1.C(=O)([O-])[O-].[K+].[K+], predict the reaction product. The product is: [CH2:13]([O:20][C:21]1[CH:22]=[CH:23][C:24]([O:27][C:2]2[CH:9]=[CH:8][C:5]([CH:6]=[O:7])=[CH:4][C:3]=2[N+:10]([O-:12])=[O:11])=[CH:25][CH:26]=1)[C:14]1[CH:15]=[CH:16][CH:17]=[CH:18][CH:19]=1. (4) Given the reactants [CH2:1]([N:3]1[CH2:8][C:7]([CH3:10])([CH3:9])[O:6][C:5](=[O:11])[CH:4]1[CH2:12][C:13]([OH:15])=O)[CH3:2].C(N(C(C)C)CC)(C)C.CN(C(ON1N=NC2C=CC=NC1=2)=[N+](C)C)C.F[P-](F)(F)(F)(F)F.[NH:49]1[CH2:54][CH2:53][O:52][CH2:51][CH2:50]1, predict the reaction product. The product is: [CH2:1]([N:3]1[CH2:8][C:7]([CH3:9])([CH3:10])[O:6][C:5](=[O:11])[CH:4]1[CH2:12][C:13]([N:49]1[CH2:54][CH2:53][O:52][CH2:51][CH2:50]1)=[O:15])[CH3:2]. (5) The product is: [F:18][C:15]1[CH:16]=[CH:17][C:12]([C:10]([N:4]2[CH2:5][CH2:6][CH2:7][C@@H:8]([CH3:9])[C@H:3]2[CH2:2][NH:1][C:26]2[CH:31]=[CH:30][C:29]([C:32]([F:35])([F:34])[F:33])=[CH:28][N:27]=2)=[O:11])=[C:13]([C:19]2[N:20]=[CH:21][CH:22]=[CH:23][N:24]=2)[CH:14]=1. Given the reactants [NH2:1][CH2:2][C@@H:3]1[C@H:8]([CH3:9])[CH2:7][CH2:6][CH2:5][N:4]1[C:10]([C:12]1[CH:17]=[CH:16][C:15]([F:18])=[CH:14][C:13]=1[C:19]1[N:24]=[CH:23][CH:22]=[CH:21][N:20]=1)=[O:11].F[C:26]1[CH:31]=[CH:30][C:29]([C:32]([F:35])([F:34])[F:33])=[CH:28][N:27]=1, predict the reaction product. (6) The product is: [F:22][C:23]1[CH:31]=[CH:30][C:26]([C:27]([NH:21][C:9]2[CH:10]=[CH:11][C:12]([O:13][CH2:14][C@@H:15]3[CH2:19][CH2:18][CH2:17][N:16]3[CH3:20])=[C:7]([C:6]3[N:2]([CH3:1])[N:3]=[CH:4][CH:5]=3)[CH:8]=2)=[O:28])=[CH:25][C:24]=1[CH3:32]. Given the reactants [CH3:1][N:2]1[C:6]([C:7]2[CH:8]=[C:9]([NH2:21])[CH:10]=[CH:11][C:12]=2[O:13][CH2:14][CH:15]2[CH2:19][CH2:18][CH2:17][N:16]2[CH3:20])=[CH:5][CH:4]=[N:3]1.[F:22][C:23]1[CH:31]=[CH:30][C:26]([C:27](Cl)=[O:28])=[CH:25][C:24]=1[CH3:32].C(N(CC)CC)C, predict the reaction product.